This data is from Forward reaction prediction with 1.9M reactions from USPTO patents (1976-2016). The task is: Predict the product of the given reaction. (1) Given the reactants [CH3:1][C:2]1[CH:3]=[C:4]([C:13](=O)[CH3:14])[CH:5]=[CH:6][C:7]=1[O:8][C:9]([F:12])([F:11])[F:10].[CH3:16][C:17]([S@:20]([NH2:22])=[O:21])([CH3:19])[CH3:18], predict the reaction product. The product is: [CH3:16][C:17]([S@:20]([NH:22][CH:13]([C:4]1[CH:5]=[CH:6][C:7]([O:8][C:9]([F:12])([F:11])[F:10])=[C:2]([CH3:1])[CH:3]=1)[CH3:14])=[O:21])([CH3:19])[CH3:18]. (2) Given the reactants [CH3:1][N:2]1[CH2:15][C:14]([CH3:17])([CH3:16])[C:5]2[NH:6][C:7]3[CH:8]=[CH:9][C:10]([CH3:13])=[CH:11][C:12]=3[C:4]=2[CH2:3]1.[H-].[Na+].[O:20]1[CH2:22][CH:21]1[C:23]1[CH:28]=[CH:27][N:26]=[CH:25][CH:24]=1, predict the reaction product. The product is: [N:26]1[CH:27]=[CH:28][C:23]([CH:21]([OH:20])[CH2:22][N:6]2[C:7]3[CH:8]=[CH:9][C:10]([CH3:13])=[CH:11][C:12]=3[C:4]3[CH2:3][N:2]([CH3:1])[CH2:15][C:14]([CH3:17])([CH3:16])[C:5]2=3)=[CH:24][CH:25]=1. (3) Given the reactants [OH:1][C:2]1[CH:3]=[C:4]([CH2:8][C:9]([OH:11])=O)[CH:5]=[CH:6][CH:7]=1.Cl.[CH3:13][O:14][C:15](=[O:21])[C@@H:16]1[CH2:20][CH2:19][CH2:18][NH:17]1.ON1C2C=CC=C[C:26]=2N=N1.CCN=C=NCCCN(C)C.Cl, predict the reaction product. The product is: [CH2:13]([O:14][C:15]([C@H:16]1[CH2:20][CH2:19][CH2:18][N:17]1[C:9](=[O:11])[CH2:8][C:4]1[CH:5]=[CH:6][CH:7]=[C:2]([OH:1])[CH:3]=1)=[O:21])[CH3:26]. (4) The product is: [Cl:11][C:7]1[C:3]([C:2]([F:9])([F:8])[F:1])=[N:4][NH:5][CH:6]=1. Given the reactants [F:1][C:2]([F:9])([F:8])[C:3]1[CH:7]=[CH:6][NH:5][N:4]=1.[O-][Cl:11].[Na+], predict the reaction product. (5) Given the reactants C[O:2][C:3](=[O:34])[CH2:4][O:5][C:6]1[CH:11]=[CH:10][C:9]([O:12][CH2:13][C:14]2[S:15][C:16]([C:26]3[CH:31]=[CH:30][C:29]([Cl:32])=[CH:28][CH:27]=3)=[C:17]([C:19]3[CH:24]=[CH:23][C:22]([Cl:25])=[CH:21][CH:20]=3)[N:18]=2)=[CH:8][C:7]=1[CH3:33].O[Li].O.Cl.CCOC(C)=O, predict the reaction product. The product is: [Cl:25][C:22]1[CH:21]=[CH:20][C:19]([C:17]2[N:18]=[C:14]([CH2:13][O:12][C:9]3[CH:10]=[CH:11][C:6]([O:5][CH2:4][C:3]([OH:34])=[O:2])=[C:7]([CH3:33])[CH:8]=3)[S:15][C:16]=2[C:26]2[CH:27]=[CH:28][C:29]([Cl:32])=[CH:30][CH:31]=2)=[CH:24][CH:23]=1. (6) Given the reactants Br[C:2]1[C:3]([O:12][CH2:13][CH2:14][O:15][CH3:16])=[N:4][C:5]([C:8]([F:11])([F:10])[F:9])=[CH:6][CH:7]=1.[F:17][C:18]1[CH:19]=[C:20]([CH:25]=[C:26](B2OC(C)(C)C(C)(C)O2)[CH:27]=1)[C:21]([O:23][CH3:24])=[O:22].C(=O)([O-])[O-].[K+].[K+], predict the reaction product. The product is: [F:17][C:18]1[CH:19]=[C:20]([CH:25]=[C:26]([C:2]2[C:3]([O:12][CH2:13][CH2:14][O:15][CH3:16])=[N:4][C:5]([C:8]([F:11])([F:10])[F:9])=[CH:6][CH:7]=2)[CH:27]=1)[C:21]([O:23][CH3:24])=[O:22].